This data is from Catalyst prediction with 721,799 reactions and 888 catalyst types from USPTO. The task is: Predict which catalyst facilitates the given reaction. (1) Reactant: [N:1]([CH2:4][CH:5]([O:9][CH2:10][CH3:11])[O:6][CH2:7][CH3:8])=[N+:2]=[N-:3].[O:12]=[C:13]1O[C@H:18]([C@H](CO)O)[C:16]([O-])=[C:14]1O.[Na+].C(O)CC#C.C(O)(C)(C)C. Product: [CH2:10]([O:9][CH:5]([O:6][CH2:7][CH3:8])[CH2:4][N:1]1[CH:18]=[C:16]([CH2:14][CH2:13][OH:12])[N:3]=[N:2]1)[CH3:11]. The catalyst class is: 6. (2) Reactant: [NH2:1][C:2]1[N:6]([CH:7]2[CH2:12][CH2:11][CH2:10][N:9]([C:13]([O:15][CH2:16][C:17]3[CH:22]=[CH:21][CH:20]=[CH:19][CH:18]=3)=[O:14])[CH2:8]2)[N:5]=[C:4]([C:23]2[CH:24]=[N:25][C:26](Cl)=[CH:27][CH:28]=2)[C:3]=1[C:30]#[N:31].[C:32]1([OH:38])[CH:37]=[CH:36][CH:35]=[CH:34][CH:33]=1.C(=O)([O-])[O-].[K+].[K+]. Product: [NH2:1][C:2]1[N:6]([CH:7]2[CH2:12][CH2:11][CH2:10][N:9]([C:13]([O:15][CH2:16][C:17]3[CH:22]=[CH:21][CH:20]=[CH:19][CH:18]=3)=[O:14])[CH2:8]2)[N:5]=[C:4]([C:23]2[CH:24]=[N:25][C:26]([O:38][C:32]3[CH:37]=[CH:36][CH:35]=[CH:34][CH:33]=3)=[CH:27][CH:28]=2)[C:3]=1[C:30]#[N:31]. The catalyst class is: 16. (3) Reactant: [CH3:1][C:2]1([CH3:20])[O:7][CH2:6][C:5]([CH2:18][OH:19])([CH2:8][CH2:9][N:10]2[CH:14]=[CH:13][N:12]=[C:11]2[N+:15]([O-:17])=[O:16])[CH2:4][O:3]1.N12CCN(CC1)CC2.[C:29]1([CH3:39])[CH:34]=[CH:33][C:32]([S:35](Cl)(=[O:37])=[O:36])=[CH:31][CH:30]=1.[Cl-].[NH4+]. Product: [CH3:1][C:2]1([CH3:20])[O:7][CH2:6][C:5]([CH2:8][CH2:9][N:10]2[CH:14]=[CH:13][N:12]=[C:11]2[N+:15]([O-:17])=[O:16])([CH2:18][O:19][S:35]([C:32]2[CH:33]=[CH:34][C:29]([CH3:39])=[CH:30][CH:31]=2)(=[O:37])=[O:36])[CH2:4][O:3]1. The catalyst class is: 4. (4) Reactant: Cl.[OH:2][NH2:3].O[C:5]1[C:14]2[C:9](=[CH:10][CH:11]=[CH:12][CH:13]=2)[O:8][C:7](=[O:15])[CH:6]=1.C([O-])(=O)C.[Na+]. Product: [O:2]1[C:13]2[CH:12]=[CH:11][CH:10]=[CH:9][C:14]=2[C:5]([CH2:6][C:7]([OH:15])=[O:8])=[N:3]1. The catalyst class is: 5. (5) Reactant: [CH2:1]1[C:9]2[C:4](=[CH:5][CH:6]=[CH:7][CH:8]=2)[CH2:3][CH:2]1[C@H:10]1[NH:15][C:14](=[O:16])[C@@H:13]([CH:17]([CH2:20][CH3:21])[CH2:18][CH3:19])[N:12]([CH2:22][C:23]2[CH:28]=[CH:27][CH:26]=[CH:25][C:24]=2S)[C:11]1=[O:30].[N+]([O-])([O-])=O.[K+].[S:36]([Cl:40])(Cl)(=[O:38])=[O:37].C(=O)([O-])[O-].[Na+].[Na+]. Product: [CH2:1]1[C:9]2[C:4](=[CH:5][CH:6]=[CH:7][CH:8]=2)[CH2:3][CH:2]1[C@H:10]1[NH:15][C:14](=[O:16])[C@@H:13]([CH:17]([CH2:20][CH3:21])[CH2:18][CH3:19])[N:12]([CH2:22][C:23]2[CH:24]=[CH:25][CH:26]=[CH:27][C:28]=2[S:36]([Cl:40])(=[O:38])=[O:37])[C:11]1=[O:30]. The catalyst class is: 47. (6) Product: [Cl:1][C:2]1[CH:3]=[CH:4][C:5]2[N:6]([CH:10]=[C:11]([CH3:12])[N:8]=2)[N:7]=1. The catalyst class is: 23. Reactant: [Cl:1][C:2]1[N:7]=[N:6][C:5]([NH2:8])=[CH:4][CH:3]=1.Br[CH2:10][C:11](OC)(OC)[CH3:12]. (7) Reactant: [CH3:1][C:2]([CH3:10])([C:7](=[O:9])[CH3:8])[C:3]([O:5][CH3:6])=[O:4].CO[CH:13](OC)[N:14]([CH3:16])[CH3:15]. Product: [CH3:13][N:14]([CH3:16])/[CH:15]=[CH:8]/[C:7](=[O:9])[C:2]([CH3:10])([CH3:1])[C:3]([O:5][CH3:6])=[O:4]. The catalyst class is: 11. (8) Product: [C:14]([C:4]1[CH:3]=[C:2]([NH2:1])[N:6]([C:7]2[CH:12]=[CH:11][C:10]([O:13][CH2:25][CH2:24][N:18]3[CH2:23][CH2:22][O:21][CH2:20][CH2:19]3)=[CH:9][CH:8]=2)[N:5]=1)([CH3:17])([CH3:16])[CH3:15]. Reactant: [NH2:1][C:2]1[N:6]([C:7]2[CH:12]=[CH:11][C:10]([OH:13])=[CH:9][CH:8]=2)[N:5]=[C:4]([C:14]([CH3:17])([CH3:16])[CH3:15])[CH:3]=1.[N:18]1([CH2:24][CH2:25]O)[CH2:23][CH2:22][O:21][CH2:20][CH2:19]1.C1(P(C2C=CC=CC=2)C2C=CC=CC=2)C=CC=CC=1.N(C(OC(C)C)=O)=NC(OC(C)C)=O. The catalyst class is: 165. (9) Reactant: [OH:1][C:2]1[CH:7]=[CH:6][C:5]([C:8](=[C:19]2[CH2:24][C:23]([CH3:26])([CH3:25])[CH2:22][C:21]([CH3:28])([CH3:27])[CH2:20]2)[C:9]2[CH:18]=[CH:17][C:12]([C:13]([O:15]C)=[O:14])=[CH:11][CH:10]=2)=[CH:4][CH:3]=1.CCO.[OH-].[Na+]. Product: [OH:1][C:2]1[CH:3]=[CH:4][C:5]([C:8](=[C:19]2[CH2:20][C:21]([CH3:28])([CH3:27])[CH2:22][C:23]([CH3:26])([CH3:25])[CH2:24]2)[C:9]2[CH:18]=[CH:17][C:12]([C:13]([OH:15])=[O:14])=[CH:11][CH:10]=2)=[CH:6][CH:7]=1. The catalyst class is: 1.